This data is from Reaction yield outcomes from USPTO patents with 853,638 reactions. The task is: Predict the reaction yield, written as a fraction of the theoretical maximum amount of product (1.0 means a 100% yield; for example, 0.34 means a 34% yield). (1) The yield is 0.870. The product is [O:1]=[C:2]1[C:10](=[O:11])[C:9]2[C:4](=[CH:5][CH:6]=[C:7]([S:12][CH2:13][CH2:14][C:15]3[CH:25]=[CH:24][C:18]([C:19]([OH:21])=[O:20])=[CH:17][CH:16]=3)[CH:8]=2)[N:3]1[CH2:26][CH2:27][CH2:28][CH2:29][CH2:30][CH2:31][CH3:32]. The catalyst is CO.O. The reactants are [O:1]=[C:2]1[C:10](=[O:11])[C:9]2[C:4](=[CH:5][CH:6]=[C:7]([S:12][CH2:13][CH2:14][C:15]3[CH:25]=[CH:24][C:18]([C:19]([O:21]CC)=[O:20])=[CH:17][CH:16]=3)[CH:8]=2)[N:3]1[CH2:26][CH2:27][CH2:28][CH2:29][CH2:30][CH2:31][CH3:32].C(=O)([O-])[O-].[K+].[K+].Cl. (2) The reactants are Br[C:2]1[CH:3]=[C:4]2[C:10]([C:11]3[N:12]([S:16]([C:19]4[CH:24]=[CH:23][C:22]([CH3:25])=[CH:21][CH:20]=4)(=[O:18])=[O:17])[N:13]=[CH:14][CH:15]=3)=[CH:9][N:8]([S:26]([C:29]3[CH:34]=[CH:33][C:32]([CH3:35])=[CH:31][CH:30]=3)(=[O:28])=[O:27])[C:5]2=[N:6][CH:7]=1.[B:36]1([B:36]2[O:40][C:39]([CH3:42])([CH3:41])[C:38]([CH3:44])([CH3:43])[O:37]2)[O:40][C:39]([CH3:42])([CH3:41])[C:38]([CH3:44])([CH3:43])[O:37]1.ClCCl.C([O-])(=O)C.[Na+]. The catalyst is CN(C=O)C.C1C=CC(P(C2C=CC=CC=2)[C-]2C=CC=C2)=CC=1.C1C=CC(P(C2C=CC=CC=2)[C-]2C=CC=C2)=CC=1.Cl[Pd]Cl.[Fe+2]. The product is [CH3:43][C:38]1([CH3:44])[C:39]([CH3:42])([CH3:41])[O:40][B:36]([C:2]2[CH:3]=[C:4]3[C:10]([C:11]4[N:12]([S:16]([C:19]5[CH:24]=[CH:23][C:22]([CH3:25])=[CH:21][CH:20]=5)(=[O:18])=[O:17])[N:13]=[CH:14][CH:15]=4)=[CH:9][N:8]([S:26]([C:29]4[CH:34]=[CH:33][C:32]([CH3:35])=[CH:31][CH:30]=4)(=[O:28])=[O:27])[C:5]3=[N:6][CH:7]=2)[O:37]1. The yield is 0.390. (3) The reactants are [C:1]([O:9][C@H:10]1[O:24][C@H:23]([CH2:25][O:26][C:27](=[O:34])[C:28]2[CH:33]=[CH:32][CH:31]=[CH:30][CH:29]=2)[C@@H:13]([O:14][C:15](=[O:22])[C:16]2[CH:21]=[CH:20][CH:19]=[CH:18][CH:17]=2)[C@H:11]1O)(=[O:8])[C:2]1[CH:7]=[CH:6][CH:5]=[CH:4][CH:3]=1.C(N(C(F)([F:48])C1C=CC=C(C)C=1)CC)C. The catalyst is C(#N)C. The product is [C:1]([O:9][C@H:10]1[O:24][C@H:23]([CH2:25][O:26][C:27](=[O:34])[C:28]2[CH:33]=[CH:32][CH:31]=[CH:30][CH:29]=2)[C@@H:13]([O:14][C:15](=[O:22])[C:16]2[CH:21]=[CH:20][CH:19]=[CH:18][CH:17]=2)[C@H:11]1[F:48])(=[O:8])[C:2]1[CH:7]=[CH:6][CH:5]=[CH:4][CH:3]=1. The yield is 0.550. (4) The reactants are [CH3:1][NH:2][C@H:3]1[CH2:6][C@H:5]([O:7][C:8]2[C:9]3[C:23]([C:24]4[CH:25]=[N:26][CH:27]=[CH:28][CH:29]=4)=[CH:22][NH:21][C:10]=3[N:11]=[C:12]([NH:14][C:15]3[CH:16]=[N:17][N:18]([CH3:20])[CH:19]=3)[N:13]=2)[CH2:4]1.O.[C:31](Cl)(=[O:34])[CH:32]=[CH2:33]. The catalyst is C(OCC)(=O)C. The product is [CH3:1][N:2]([C@H:3]1[CH2:6][C@H:5]([O:7][C:8]2[C:9]3[C:23]([C:24]4[CH:25]=[N:26][CH:27]=[CH:28][CH:29]=4)=[CH:22][NH:21][C:10]=3[N:11]=[C:12]([NH:14][C:15]3[CH:16]=[N:17][N:18]([CH3:20])[CH:19]=3)[N:13]=2)[CH2:4]1)[C:31](=[O:34])[CH:32]=[CH2:33]. The yield is 0.0400. (5) The reactants are Cl.CN([CH:5]([CH3:15])[C:6]([C:8]1[CH:13]=[CH:12][CH:11]=[C:10]([Cl:14])[CH:9]=1)=[O:7])C.[NH2:16][C:17]1[CH:22]=[CH:21][CH:20]=[CH:19][C:18]=1[OH:23]. The catalyst is C(O)C. The product is [ClH:14].[OH:23][C:18]1[CH:19]=[CH:20][CH:21]=[CH:22][C:17]=1[NH:16][CH2:15][CH2:5][C:6]([C:8]1[CH:13]=[CH:12][CH:11]=[C:10]([Cl:14])[CH:9]=1)=[O:7]. The yield is 0.400.